This data is from Reaction yield outcomes from USPTO patents with 853,638 reactions. The task is: Predict the reaction yield, written as a fraction of the theoretical maximum amount of product (1.0 means a 100% yield; for example, 0.34 means a 34% yield). (1) The reactants are [F:1][C:2]([F:13])([F:12])[C:3]1[CH:11]=[CH:10][CH:9]=[CH:8][C:4]=1[C:5](Cl)=O.[F:14][C:15]1[CH:16]=[CH:17][C:18]([OH:24])=[C:19]([C:21](=O)[CH3:22])[CH:20]=1.[OH-].[K+].Cl.O.[NH2:29][NH2:30]. The catalyst is N1C=CC=CC=1.O.C(OCC)(=O)C. The product is [F:14][C:15]1[CH:16]=[CH:17][C:18]([OH:24])=[C:19]([C:21]2[CH:22]=[C:5]([C:4]3[CH:8]=[CH:9][CH:10]=[CH:11][C:3]=3[C:2]([F:13])([F:12])[F:1])[NH:30][N:29]=2)[CH:20]=1. The yield is 0.300. (2) The reactants are [C:1]([O:5][C:6]([NH:8][C@@H:9]([C@@H:14]([OH:16])[CH3:15])[C:10]([O:12][CH3:13])=[O:11])=[O:7])([CH3:4])([CH3:3])[CH3:2].CCN(CC)CC.[Si:24](OS(C(F)(F)F)(=O)=O)([C:27]([CH3:30])([CH3:29])[CH3:28])([CH3:26])[CH3:25]. The catalyst is C(Cl)Cl.O. The product is [C:1]([O:5][C:6]([NH:8][C@@H:9]([C@@H:14]([O:16][Si:24]([C:27]([CH3:30])([CH3:29])[CH3:28])([CH3:26])[CH3:25])[CH3:15])[C:10]([O:12][CH3:13])=[O:11])=[O:7])([CH3:4])([CH3:3])[CH3:2]. The yield is 0.880. (3) The reactants are [NH2:1][C:2]1[CH:7]=[C:6]([C:8]([CH3:11])([CH3:10])[CH3:9])[CH:5]=[CH:4][C:3]=1[NH:12][C:13]([CH2:15][CH:16]1[CH2:19][CH:18]([C:20]([N:22]([O:24][CH3:25])[CH3:23])=[O:21])[CH2:17]1)=O. The catalyst is C(O)(=O)C. The product is [C:8]([C:6]1[CH:5]=[CH:4][C:3]2[NH:12][C:13]([CH2:15][CH:16]3[CH2:19][CH:18]([C:20]([N:22]([O:24][CH3:25])[CH3:23])=[O:21])[CH2:17]3)=[N:1][C:2]=2[CH:7]=1)([CH3:11])([CH3:10])[CH3:9]. The yield is 0.930. (4) The reactants are [Br:1][C:2]1[CH:14]=[CH:13][C:12]2[C:11]3[C:6](=[CH:7][C:8]([Br:15])=[CH:9][CH:10]=3)[CH:5]([CH3:16])[C:4]=2[CH:3]=1.[OH-].[K+].O.Br[CH2:21][CH2:22][CH2:23][CH2:24][N:25]1[C:29](=[O:30])[C:28]2=[CH:31][CH:32]=[CH:33][CH:34]=[C:27]2[C:26]1=[O:35]. The catalyst is CS(C)=O.ClCCl. The product is [Br:1][C:2]1[CH:14]=[CH:13][C:12]2[C:11]3[C:6](=[CH:7][C:8]([Br:15])=[CH:9][CH:10]=3)[C:5]([CH2:21][CH2:22][CH2:23][CH2:24][N:25]3[C:29](=[O:30])[C:28]4[C:27](=[CH:34][CH:33]=[CH:32][CH:31]=4)[C:26]3=[O:35])([CH3:16])[C:4]=2[CH:3]=1. The yield is 0.200. (5) The reactants are Br[C:2]1[CH:7]=[CH:6][C:5]([CH:8]2[CH2:12][CH2:11][CH2:10][N:9]2[CH3:13])=[CH:4][CH:3]=1.F[B-](F)(F)F.F[B-](F)(F)F.C1(P(C2CCCCC2)CCCP(C2CCCCC2)C2CCCCC2)CCCCC1.[C:53](=[O:56])([O-])[O-].[K+].[K+].[NH2:59][C:60]1[CH:61]=[CH:62][C:63]([CH3:82])=[C:64]([C:66]2[CH:75]=[C:74]3[C:69]([CH:70]=[C:71]([NH:76][C:77]([CH:79]4[CH2:81][CH2:80]4)=[O:78])[N:72]=[CH:73]3)=[CH:68][CH:67]=2)[CH:65]=1.CN(C)C=O. The catalyst is C([O-])(=O)C.[Pd+2].C([O-])(=O)C. The product is [CH:79]1([C:77]([NH:76][C:71]2[N:72]=[CH:73][C:74]3[C:69]([CH:70]=2)=[CH:68][CH:67]=[C:66]([C:64]2[CH:65]=[C:60]([NH:59][C:53](=[O:56])[C:2]4[CH:7]=[CH:6][C:5]([CH:8]5[CH2:12][CH2:11][CH2:10][N:9]5[CH3:13])=[CH:4][CH:3]=4)[CH:61]=[CH:62][C:63]=2[CH3:82])[CH:75]=3)=[O:78])[CH2:80][CH2:81]1. The yield is 0.0800. (6) The product is [CH2:9]([O:13][C:14]1[C:5]([C:2]([F:1])([F:3])[F:4])=[C:22]2[C:17]([CH:18]=[C:19]([CH2:27][CH2:28][C@H:29]3[CH2:34][CH2:33][C@H:32]([CH2:35][CH2:36][CH3:37])[CH2:31][CH2:30]3)[C:20]([F:26])=[C:21]2[F:25])=[CH:16][CH:15]=1)[CH2:10][CH2:11][CH3:12]. The yield is 0.512. The reactants are [F:1][C:2]([C:5](F)(F)F)([F:4])[F:3].[CH2:9]([O:13][C:14]1C(I)=[C:22]2[C:17]([CH:18]=[C:19]([CH2:27][CH2:28][C@H:29]3[CH2:34][CH2:33][C@H:32]([CH2:35][CH2:36][CH3:37])[CH2:31][CH2:30]3)[C:20]([F:26])=[C:21]2[F:25])=[CH:16][CH:15]=1)[CH2:10][CH2:11][CH3:12].[F-].[K+].CN(C)C=O. The catalyst is [Cu]I.O. (7) The reactants are C(N(CC)CC)C.Cl[C:9]1[CH:10]=[CH:11][C:12](=[O:16])[N:13]([CH3:15])[N:14]=1.[NH:17]1[CH2:22][CH2:21][CH:20]([C:23]([OH:25])=[O:24])[CH2:19][CH2:18]1.[OH-].[Na+]. The catalyst is C(O)C.O. The product is [CH3:15][N:13]1[C:12](=[O:16])[CH:11]=[CH:10][C:9]([N:17]2[CH2:22][CH2:21][CH:20]([C:23]([OH:25])=[O:24])[CH2:19][CH2:18]2)=[N:14]1. The yield is 0.520. (8) The reactants are [CH3:1][O:2][C:3](=[O:12])[C:4]1[CH:9]=[CH:8][CH:7]=[C:6]([NH2:10])[C:5]=1[OH:11].[N:13]#[C:14]Br.C(O)C. The catalyst is O. The product is [CH3:1][O:2][C:3]([C:4]1[C:5]2[O:11][C:14]([NH2:13])=[N:10][C:6]=2[CH:7]=[CH:8][CH:9]=1)=[O:12]. The yield is 0.760. (9) The reactants are [C:1]1([P:7]([CH2:14][SH:15])[C:8]2[CH:13]=[CH:12][CH:11]=[CH:10][CH:9]=2)[CH:6]=[CH:5][CH:4]=[CH:3][CH:2]=1.[H-].[Na+].[C:18]([NH:21][C@H:22]([C:30](O)=[O:31])[CH2:23][C:24]1[CH:29]=[CH:28][CH:27]=[CH:26][CH:25]=1)(=[O:20])[CH3:19]. The catalyst is CN(C=O)C. The product is [NH:21]([C:18]([CH3:19])=[O:20])[C@H:22]([C:30]([S:15][CH2:14][P:7]([C:8]1[CH:13]=[CH:12][CH:11]=[CH:10][CH:9]=1)[C:1]1[CH:2]=[CH:3][CH:4]=[CH:5][CH:6]=1)=[O:31])[CH2:23][C:24]1[CH:29]=[CH:28][CH:27]=[CH:26][CH:25]=1. The yield is 0.920. (10) The reactants are [CH2:1]([N:8]1[C:16]2[C:15](=[O:17])[N:14]([CH2:18][CH2:19][CH2:20][OH:21])[C:13](=[O:22])[NH:12][C:11]=2[N:10]=[C:9]1[O:23][C:24]1[CH:29]=[CH:28][CH:27]=[C:26]([O:30][C:31]([F:34])([F:33])[F:32])[CH:25]=1)[C:2]1[CH:7]=[CH:6][CH:5]=[CH:4][CH:3]=1.I[CH2:36][CH3:37].C(=O)([O-])[O-].[K+].[K+]. The catalyst is CN(C=O)C. The product is [CH2:1]([N:8]1[C:16]2[C:15](=[O:17])[N:14]([CH2:18][CH2:19][CH2:20][OH:21])[C:13](=[O:22])[N:12]([CH2:36][CH3:37])[C:11]=2[N:10]=[C:9]1[O:23][C:24]1[CH:29]=[CH:28][CH:27]=[C:26]([O:30][C:31]([F:33])([F:32])[F:34])[CH:25]=1)[C:2]1[CH:7]=[CH:6][CH:5]=[CH:4][CH:3]=1. The yield is 0.492.